This data is from Reaction yield outcomes from USPTO patents with 853,638 reactions. The task is: Predict the reaction yield, written as a fraction of the theoretical maximum amount of product (1.0 means a 100% yield; for example, 0.34 means a 34% yield). The reactants are [NH2:1][C@H:2]([C:5]1[N:6]([C:17]2[CH:22]=[CH:21][CH:20]=[CH:19][CH:18]=2)[C:7](=[O:16])[C:8]2[C:13]([CH:14]=1)=[CH:12][CH:11]=[CH:10][C:9]=2[Cl:15])[CH2:3][CH3:4].Cl[C:24]1[N:29]=[CH:28][N:27]=[C:26]([NH2:30])[C:25]=1[C:31]1[O:35][N:34]=[C:33]([CH3:36])[N:32]=1.CCN(C(C)C)C(C)C. The catalyst is CCCCO. The product is [NH2:30][C:26]1[N:27]=[CH:28][N:29]=[C:24]([NH:1][C@H:2]([C:5]2[N:6]([C:17]3[CH:22]=[CH:21][CH:20]=[CH:19][CH:18]=3)[C:7](=[O:16])[C:8]3[C:13]([CH:14]=2)=[CH:12][CH:11]=[CH:10][C:9]=3[Cl:15])[CH2:3][CH3:4])[C:25]=1[C:31]1[O:35][N:34]=[C:33]([CH3:36])[N:32]=1. The yield is 0.620.